From a dataset of Catalyst prediction with 721,799 reactions and 888 catalyst types from USPTO. Predict which catalyst facilitates the given reaction. Reactant: [I:1][CH:2]1[CH2:10][CH:9]2[CH2:11][C:5]3([NH:13]C(=O)OC(C)(C)C)[CH2:6][CH:7]([CH2:12][CH:3]1[CH2:4]3)[CH2:8]2.[ClH:21]. Product: [ClH:21].[I:1][CH:2]1[CH2:10][CH:9]2[CH2:11][C:5]3([NH2:13])[CH2:6][CH:7]([CH2:12][CH:3]1[CH2:4]3)[CH2:8]2.[ClH:21]. The catalyst class is: 12.